From a dataset of Catalyst prediction with 721,799 reactions and 888 catalyst types from USPTO. Predict which catalyst facilitates the given reaction. Reactant: [C:1]([C@@H:4]1[CH2:9][CH2:8][CH2:7][CH2:6][C@H:5]1[N:10]([CH2:21][C:22]1[CH:27]=[CH:26][C:25]([C:28]2[O:29][CH:30]=[CH:31][N:32]=2)=[CH:24][C:23]=1[F:33])[S:11]([C:14]1[CH:19]=[CH:18][C:17]([Cl:20])=[CH:16][CH:15]=1)(=[O:13])=[O:12])(=[O:3])[CH3:2].[CH3:34][Mg]Br.C1(C)C=CC=CC=1.O1CCCC1. Product: [Cl:20][C:17]1[CH:16]=[CH:15][C:14]([S:11]([N:10]([CH2:21][C:22]2[CH:27]=[CH:26][C:25]([C:28]3[O:29][CH:30]=[CH:31][N:32]=3)=[CH:24][C:23]=2[F:33])[C@@H:5]2[CH2:6][CH2:7][CH2:8][CH2:9][C@H:4]2[C:1]([OH:3])([CH3:34])[CH3:2])(=[O:13])=[O:12])=[CH:19][CH:18]=1. The catalyst class is: 7.